Dataset: Full USPTO retrosynthesis dataset with 1.9M reactions from patents (1976-2016). Task: Predict the reactants needed to synthesize the given product. Given the product [Br:1][C:2]1[C:3]2[N:4]([N:14]=[CH:15][N:16]=2)[C:5]([N:8]2[CH2:9][CH2:10][N:11]([C:17]([O:19][C:20]([CH3:23])([CH3:22])[CH3:21])=[O:18])[CH2:12][CH2:13]2)=[N:6][CH:7]=1, predict the reactants needed to synthesize it. The reactants are: [Br:1][C:2]1[C:3]2[N:4]([N:14]=[CH:15][N:16]=2)[C:5]([N:8]2[CH2:13][CH2:12][NH:11][CH2:10][CH2:9]2)=[N:6][CH:7]=1.[C:17](O[C:17]([O:19][C:20]([CH3:23])([CH3:22])[CH3:21])=[O:18])([O:19][C:20]([CH3:23])([CH3:22])[CH3:21])=[O:18].C(N(CC)CC)C.C(Cl)Cl.